Dataset: Forward reaction prediction with 1.9M reactions from USPTO patents (1976-2016). Task: Predict the product of the given reaction. Given the reactants F[C:2]1[CH:9]=[CH:8][CH:7]=[C:6]([N:10]2[N:14]=CC=N2)[C:3]=1[C:4]#[N:5].F[C:16]1[CH:23]=[CH:22][CH:21]=[C:20]([N:24]2C=CN=[N:25]2)[C:17]=1[C:18]#[N:19].O.[NH2:30][NH2:31], predict the reaction product. The product is: [N:5]1[N:24]([C:20]2[CH:21]=[CH:22][CH:23]=[C:16]3[C:17]=2[C:18]([NH2:19])=[N:30][NH:31]3)[N:25]=[CH:3][CH:4]=1.[N:10]1([C:6]2[CH:7]=[CH:8][CH:9]=[C:2]3[C:3]=2[C:4]([NH2:5])=[N:30][NH:31]3)[CH:17]=[CH:18][N:19]=[N:14]1.